Predict the product of the given reaction. From a dataset of Forward reaction prediction with 1.9M reactions from USPTO patents (1976-2016). Given the reactants C[O:2][C:3]([C:5]1[S:6][C:7]([C:10]2[C:18]3[C:13](=[C:14]([O:19][CH3:20])[CH:15]=[CH:16][CH:17]=3)[N:12]([CH2:21][CH:22]3[CH2:27][CH2:26][CH2:25][CH2:24][CH2:23]3)[CH:11]=2)=[CH:8][N:9]=1)=O.[BH4-].[Na+], predict the reaction product. The product is: [CH:22]1([CH2:21][N:12]2[C:13]3[C:18](=[CH:17][CH:16]=[CH:15][C:14]=3[O:19][CH3:20])[C:10]([C:7]3[S:6][C:5]([CH2:3][OH:2])=[N:9][CH:8]=3)=[CH:11]2)[CH2:27][CH2:26][CH2:25][CH2:24][CH2:23]1.